From a dataset of Reaction yield outcomes from USPTO patents with 853,638 reactions. Predict the reaction yield, written as a fraction of the theoretical maximum amount of product (1.0 means a 100% yield; for example, 0.34 means a 34% yield). (1) The reactants are [C:1]1([Mg]Br)[CH:6]=[CH:5][CH:4]=[CH:3][CH:2]=1.[CH3:9][O:10][C:11]1[CH:12]=[C:13]([NH:23][C:24]2[S:25][C:26]3[CH2:32][CH2:31][CH2:30][C:29](=[O:33])[C:27]=3[N:28]=2)[CH:14]=[CH:15][C:16]=1[N:17]1[CH:21]=[N:20][C:19]([CH3:22])=[N:18]1. The catalyst is C(OCC)C. The product is [CH3:9][O:10][C:11]1[CH:12]=[C:13]([NH:23][C:24]2[S:25][C:26]3[CH2:32][CH2:31][CH2:30][C:29]([C:1]4[CH:6]=[CH:5][CH:4]=[CH:3][CH:2]=4)([OH:33])[C:27]=3[N:28]=2)[CH:14]=[CH:15][C:16]=1[N:17]1[CH:21]=[N:20][C:19]([CH3:22])=[N:18]1. The yield is 0.530. (2) The yield is 0.170. The product is [Cl:24][C:25]1[C:30]([Cl:31])=[CH:29][CH:28]=[CH:27][C:26]=1[S:32]([NH:1][C:2]1[CH:23]=[CH:22][C:5]([O:6][C:7]2[CH:16]=[CH:15][N:14]=[C:13]3[C:8]=2[C:9]2[CH:21]=[CH:20][CH:19]=[CH:18][C:10]=2[C:11](=[O:17])[NH:12]3)=[CH:4][CH:3]=1)(=[O:34])=[O:33]. The reactants are [NH2:1][C:2]1[CH:23]=[CH:22][C:5]([O:6][C:7]2[CH:16]=[CH:15][N:14]=[C:13]3[C:8]=2[C:9]2[CH:21]=[CH:20][CH:19]=[CH:18][C:10]=2[C:11](=[O:17])[NH:12]3)=[CH:4][CH:3]=1.[Cl:24][C:25]1[C:30]([Cl:31])=[CH:29][CH:28]=[CH:27][C:26]=1[S:32](Cl)(=[O:34])=[O:33].CCN(CC)CC.Cl. The catalyst is O1CCOCC1. (3) The catalyst is O1CCCC1.C1C=CC([P]([Pd]([P](C2C=CC=CC=2)(C2C=CC=CC=2)C2C=CC=CC=2)([P](C2C=CC=CC=2)(C2C=CC=CC=2)C2C=CC=CC=2)[P](C2C=CC=CC=2)(C2C=CC=CC=2)C2C=CC=CC=2)(C2C=CC=CC=2)C2C=CC=CC=2)=CC=1. The reactants are Cl[C:2]1[C:7]([F:8])=[CH:6][N:5]=[C:4]([N:9]2[CH2:13][CH2:12][C@H:11]([NH:14][CH2:15][C:16]3[CH:21]=[CH:20][C:19]([Cl:22])=[CH:18][C:17]=3[Cl:23])[CH2:10]2)[N:3]=1.[CH3:24][Al](C)C. The yield is 0.600. The product is [Cl:23][C:17]1[CH:18]=[C:19]([Cl:22])[CH:20]=[CH:21][C:16]=1[CH2:15][NH:14][C@H:11]1[CH2:12][CH2:13][N:9]([C:4]2[N:3]=[C:2]([CH3:24])[C:7]([F:8])=[CH:6][N:5]=2)[CH2:10]1.